Dataset: NCI-60 drug combinations with 297,098 pairs across 59 cell lines. Task: Regression. Given two drug SMILES strings and cell line genomic features, predict the synergy score measuring deviation from expected non-interaction effect. Drug 1: CC1=CC=C(C=C1)C2=CC(=NN2C3=CC=C(C=C3)S(=O)(=O)N)C(F)(F)F. Drug 2: C1CNP(=O)(OC1)N(CCCl)CCCl. Cell line: OVCAR-5. Synergy scores: CSS=-2.08, Synergy_ZIP=6.86, Synergy_Bliss=0.0174, Synergy_Loewe=-2.53, Synergy_HSA=-2.59.